Predict the product of the given reaction. From a dataset of Forward reaction prediction with 1.9M reactions from USPTO patents (1976-2016). (1) Given the reactants [C:1]([NH2:9])(=[O:8])[C:2]1[CH:7]=[CH:6][CH:5]=[N:4][CH:3]=1.[C:10]([O-:13])([O-])=O.[K+].[K+].[CH2:16](Br)[CH2:17][C:18]1[CH:23]=[CH:22][CH:21]=[CH:20][CH:19]=1.[CH3:25][N:26]([CH:28]=O)C, predict the reaction product. The product is: [CH2:16]([N:26]1[CH2:28][CH2:16][CH2:17][C:18]2[CH:23]=[C:10]([O:13][C:5]3[CH:6]=[CH:7][C:2]([C:1]([NH2:9])=[O:8])=[CH:3][N:4]=3)[CH:21]=[CH:20][C:19]=2[CH2:25]1)[CH2:17][C:18]1[CH:23]=[CH:22][CH:21]=[CH:20][CH:19]=1. (2) Given the reactants [CH3:1][NH:2][C:3]1[C:4]([NH2:12])=[CH:5][C:6]([N+:9]([O-:11])=[O:10])=[CH:7][CH:8]=1.[N-:13]=[C:14]=S.[Br-].[OH-].[Na+], predict the reaction product. The product is: [CH3:1][N:2]1[C:3]2[CH:8]=[CH:7][C:6]([N+:9]([O-:11])=[O:10])=[CH:5][C:4]=2[N:12]=[C:14]1[NH2:13]. (3) Given the reactants C(OC([N:6]1[CH2:12][CH:11]([CH2:13][CH3:14])[C:10]2=[N:15][C:16]([C:20]3[CH:25]=[CH:24][N:23]=[CH:22][N:21]=3)=[CH:17][C:18](=[O:19])[N:9]2[CH2:8][CH2:7]1)=O)C.[BrH:26], predict the reaction product. The product is: [BrH:26].[CH2:13]([CH:11]1[C:10]2=[N:15][C:16]([C:20]3[CH:25]=[CH:24][N:23]=[CH:22][N:21]=3)=[CH:17][C:18](=[O:19])[N:9]2[CH2:8][CH2:7][NH:6][CH2:12]1)[CH3:14]. (4) Given the reactants [Cl:1][C:2]1[C:3]([N+:21]([O-])=O)=[CH:4][C:5]([O:9][CH2:10][C:11]2[C:16]([O:17][CH3:18])=[CH:15][CH:14]=[C:13]([F:19])[C:12]=2[F:20])=[C:6]([OH:8])[CH:7]=1.C(N(CC)C(C)C)(C)C.Cl[CH2:34][O:35][CH3:36].Cl, predict the reaction product. The product is: [Cl:1][C:2]1[CH:7]=[C:6]([O:8][CH2:34][O:35][CH3:36])[C:5]([O:9][CH2:10][C:11]2[C:16]([O:17][CH3:18])=[CH:15][CH:14]=[C:13]([F:19])[C:12]=2[F:20])=[CH:4][C:3]=1[NH2:21]. (5) Given the reactants [CH:1]1([C:6]2[CH:7]=[CH:8][C:9]3[O:13][C:12](B(O)O)=[CH:11][C:10]=3[CH:17]=2)[CH2:5][CH2:4][CH2:3][CH2:2]1.FC(F)(F)S(O[C:24]1[CH:25]=[C:26]2[C:31](=[CH:32][CH:33]=1)[CH2:30][N:29]([CH2:34][CH2:35][C:36]([O:38][C:39]([CH3:42])([CH3:41])[CH3:40])=[O:37])[CH2:28][CH2:27]2)(=O)=O.C(N(CC)CC)C, predict the reaction product. The product is: [CH:1]1([C:6]2[CH:7]=[CH:8][C:9]3[O:13][C:12]([C:24]4[CH:25]=[C:26]5[C:31](=[CH:32][CH:33]=4)[CH2:30][N:29]([CH2:34][CH2:35][C:36]([O:38][C:39]([CH3:42])([CH3:41])[CH3:40])=[O:37])[CH2:28][CH2:27]5)=[CH:11][C:10]=3[CH:17]=2)[CH2:5][CH2:4][CH2:3][CH2:2]1. (6) Given the reactants C(N)C1C=CC=CC=1.[CH:9]1([CH2:12][NH2:13])[CH2:11][CH2:10]1.[F:14][C:15]1[CH:37]=[CH:36][C:18]([CH2:19][N:20]2[CH2:24][CH2:23][N:22]([C:25]3[CH:26]=[C:27]([CH:32]=[CH:33][N:34]=3)[C:28](OC)=[O:29])[C:21]2=[O:35])=[CH:17][CH:16]=1, predict the reaction product. The product is: [CH:9]1([CH2:12][NH:13][C:28](=[O:29])[C:27]2[CH:32]=[CH:33][N:34]=[C:25]([N:22]3[CH2:23][CH2:24][N:20]([CH2:19][C:18]4[CH:17]=[CH:16][C:15]([F:14])=[CH:37][CH:36]=4)[C:21]3=[O:35])[CH:26]=2)[CH2:11][CH2:10]1.